From a dataset of Full USPTO retrosynthesis dataset with 1.9M reactions from patents (1976-2016). Predict the reactants needed to synthesize the given product. (1) Given the product [Cl:1][C:2]1[C:3]([CH3:12])=[C:4]([N:5]=[C:20]=[O:21])[CH:6]=[C:7]([N+:9]([O-:11])=[O:10])[CH:8]=1, predict the reactants needed to synthesize it. The reactants are: [Cl:1][C:2]1[C:3]([CH3:12])=[C:4]([CH:6]=[C:7]([N+:9]([O-:11])=[O:10])[CH:8]=1)[NH2:5].C1(C)C=CC=CC=1.[C:20](Cl)(Cl)=[O:21]. (2) The reactants are: [CH3:1][N:2]1[CH2:7][CH2:6][CH:5]([CH2:8][OH:9])[CH2:4][CH2:3]1.CC(C)([O-])C.[K+].F[C:17]1[CH:22]=[CH:21][C:20]([N+:23]([O-:25])=[O:24])=[CH:19][CH:18]=1. Given the product [CH3:1][N:2]1[CH2:7][CH2:6][CH:5]([CH2:8][O:9][C:17]2[CH:22]=[CH:21][C:20]([N+:23]([O-:25])=[O:24])=[CH:19][CH:18]=2)[CH2:4][CH2:3]1, predict the reactants needed to synthesize it. (3) Given the product [OH:2][C:3]1[C:4]([N+:18]([O-:20])=[O:19])=[C:5]2[C:9](=[C:10]([N+:14]([O-:16])=[O:15])[C:11]=1[O:12][CH3:13])[C:8](=[O:17])[O:7][CH2:6]2, predict the reactants needed to synthesize it. The reactants are: C[O:2][C:3]1[C:4]([N+:18]([O-:20])=[O:19])=[C:5]2[C:9](=[C:10]([N+:14]([O-:16])=[O:15])[C:11]=1[O:12][CH3:13])[C:8](=[O:17])[O:7][CH2:6]2.Cl. (4) Given the product [C:1]([C@H:5]1[CH2:9][O:8][S:7](=[O:19])(=[O:10])[N:6]1[CH2:11][C:12]1[CH:17]=[CH:16][CH:15]=[CH:14][CH:13]=1)([CH3:4])([CH3:2])[CH3:3], predict the reactants needed to synthesize it. The reactants are: [C:1]([C@H:5]1[CH2:9][O:8][S:7](=[O:10])[N:6]1[CH2:11][C:12]1[CH:17]=[CH:16][CH:15]=[CH:14][CH:13]=1)([CH3:4])([CH3:3])[CH3:2].I([O-])(=O)(=O)=[O:19].[Na+]. (5) Given the product [CH2:23]([O:10][CH2:9][C:4]1([CH3:3])[CH2:8][CH:7]=[CH:6][CH2:5]1)[CH2:22][CH2:21][CH2:20][CH2:19][CH2:18][CH2:17][CH2:16][CH2:15][CH2:14][CH2:13][CH3:12], predict the reactants needed to synthesize it. The reactants are: [H-].[Na+].[CH3:3][C:4]1([CH2:9][OH:10])[CH2:8][CH:7]=[CH:6][CH2:5]1.Br[CH2:12][CH2:13][CH2:14][CH2:15][CH2:16][CH2:17][CH2:18][CH2:19][CH2:20][CH2:21][CH2:22][CH3:23]. (6) Given the product [C:18]([NH:17][C:13]1[CH:12]=[C:11]([CH:8]2[CH2:9][CH2:10][N:5]([CH2:4][CH2:3][C@H:2]([NH:1][C:33](=[O:34])[C:32]3[CH:36]=[CH:37][CH:38]=[CH:39][C:31]=3[O:30][CH3:29])[C:23]3[CH:24]=[CH:25][CH:26]=[CH:27][CH:28]=3)[CH2:6][CH2:7]2)[CH:16]=[CH:15][CH:14]=1)(=[O:22])[CH:19]([CH3:21])[CH3:20], predict the reactants needed to synthesize it. The reactants are: [NH2:1][C@H:2]([C:23]1[CH:28]=[CH:27][CH:26]=[CH:25][CH:24]=1)[CH2:3][CH2:4][N:5]1[CH2:10][CH2:9][CH:8]([C:11]2[CH:12]=[C:13]([NH:17][C:18](=[O:22])[CH:19]([CH3:21])[CH3:20])[CH:14]=[CH:15][CH:16]=2)[CH2:7][CH2:6]1.[CH3:29][O:30][C:31]1[CH:39]=[CH:38][CH:37]=[CH:36][C:32]=1[C:33](Cl)=[O:34]. (7) Given the product [ClH:39].[O:1]1[C:6]2[CH:7]=[CH:8][C:9]([CH2:11][NH:12][CH:20]3[CH2:25][CH2:24][N:23]([CH2:26][CH2:27][N:28]4[C:37]5[C:32](=[CH:33][CH:34]=[N:35][CH:36]=5)[CH:31]=[CH:30][C:29]4=[O:38])[CH2:22][CH2:21]3)=[CH:10][C:5]=2[O:4][CH2:3][CH2:2]1, predict the reactants needed to synthesize it. The reactants are: [O:1]1[C:6]2[CH:7]=[CH:8][C:9]([CH2:11][N:12]([CH:20]3[CH2:25][CH2:24][N:23]([CH2:26][CH2:27][N:28]4[C:37]5[C:32](=[CH:33][CH:34]=[N:35][CH:36]=5)[CH:31]=[CH:30][C:29]4=[O:38])[CH2:22][CH2:21]3)C(=O)OC(C)(C)C)=[CH:10][C:5]=2[O:4][CH2:3][CH2:2]1.[ClH:39].C(OCC)(=O)C.